Dataset: Full USPTO retrosynthesis dataset with 1.9M reactions from patents (1976-2016). Task: Predict the reactants needed to synthesize the given product. (1) Given the product [ClH:35].[NH2:39][CH:10]1[CH2:9][N:8]([CH2:7][C:6]2[CH:17]=[CH:18][C:3]([O:2][CH3:1])=[CH:4][CH:5]=2)[C:12](=[O:13])[CH2:11]1, predict the reactants needed to synthesize it. The reactants are: [CH3:1][O:2][C:3]1[CH:18]=[CH:17][C:6]([CH2:7][N:8]2[C:12](=[O:13])[CH2:11][CH:10](C(N)=O)[CH2:9]2)=[CH:5][CH:4]=1.C(O)(=O)C.C(O)(=O)C.I(C1C=CC=CC=1)=O.[ClH:35].O.C(#[N:39])C. (2) Given the product [C:16]1([C:22]([CH3:27])([OH:26])[C:23]([OH:25])=[O:24])[CH:21]=[CH:20][CH:19]=[CH:18][CH:17]=1.[NH2:1][C@H:2]([C:13]([OH:15])=[O:14])[CH2:3][C:4]1[C:12]2[C:7](=[CH:8][CH:9]=[CH:10][CH:11]=2)[NH:6][CH:5]=1, predict the reactants needed to synthesize it. The reactants are: [NH2:1][C@H:2]([C:13]([OH:15])=[O:14])[CH2:3][C:4]1[C:12]2[C:7](=[CH:8][CH:9]=[CH:10][CH:11]=2)[NH:6][CH:5]=1.[C:16]1([C:22]([CH3:27])([OH:26])[C:23]([OH:25])=[O:24])[CH:21]=[CH:20][CH:19]=[CH:18][CH:17]=1.N[C@@H](C(O)=O)CC1C2C(=CC=CC=2)NC=1.N[C@H](C(O)=O)CC1C=CC=CC=1. (3) Given the product [O:17]1[CH2:21][CH2:20][CH:19]([CH2:22][NH:23][C:12]([C:9]2[CH:8]=[C:7]([CH2:6][C:5]3[CH:4]=[CH:3][C:2]([Cl:1])=[CH:16][CH:15]=3)[O:11][N:10]=2)=[O:14])[CH2:18]1, predict the reactants needed to synthesize it. The reactants are: [Cl:1][C:2]1[CH:16]=[CH:15][C:5]([CH2:6][C:7]2[O:11][N:10]=[C:9]([C:12]([OH:14])=O)[CH:8]=2)=[CH:4][CH:3]=1.[O:17]1[CH2:21][CH2:20][CH:19]([CH2:22][NH2:23])[CH2:18]1.ON1C2C=CC=CC=2N=N1.Cl.C(N=C=NCCCN(C)C)C. (4) Given the product [C:1]([O:5][C:6]([NH:8][C:9]1[CH:18]=[CH:17][C:16]([O:19][C:21]2[CH:26]=[CH:25][C:24]([N+:27]([O-:29])=[O:28])=[CH:23][CH:22]=2)=[CH:15][C:10]=1[C:11]([O:13][CH3:14])=[O:12])=[O:7])([CH3:4])([CH3:2])[CH3:3], predict the reactants needed to synthesize it. The reactants are: [C:1]([O:5][C:6]([NH:8][C:9]1[CH:18]=[CH:17][C:16]([OH:19])=[CH:15][C:10]=1[C:11]([O:13][CH3:14])=[O:12])=[O:7])([CH3:4])([CH3:3])[CH3:2].F[C:21]1[CH:26]=[CH:25][C:24]([N+:27]([O-:29])=[O:28])=[CH:23][CH:22]=1.C([O-])([O-])=O.[K+].[K+].C1OCCOCCOCCOCCOCCOC1. (5) Given the product [CH2:16]([N:18]1[CH2:27][CH2:26][C:25]2[C:20](=[C:21]([O:29][CH3:30])[CH:22]=[C:23]([O:8][S:1]([C:4]([F:7])([F:6])[F:5])(=[O:3])=[O:2])[CH:24]=2)[CH2:19]1)[CH3:17], predict the reactants needed to synthesize it. The reactants are: [S:1]([O:8]S(C(F)(F)F)(=O)=O)([C:4]([F:7])([F:6])[F:5])(=[O:3])=[O:2].[CH2:16]([N:18]1[CH2:27][CH2:26][C:25]2[C:20](=[C:21]([O:29][CH3:30])[CH:22]=[C:23](O)[CH:24]=2)[CH2:19]1)[CH3:17].N1C=CC=CC=1.